This data is from Retrosynthesis with 50K atom-mapped reactions and 10 reaction types from USPTO. The task is: Predict the reactants needed to synthesize the given product. (1) Given the product Cc1nc(NC(=O)C2CC2c2ccccc2)sc1C(=O)NCc1ccccc1, predict the reactants needed to synthesize it. The reactants are: Cc1nc(N)sc1C(=O)NCc1ccccc1.O=C(Cl)C1CC1c1ccccc1. (2) Given the product O=C(c1ccccc1Br)N1CCCNCC1, predict the reactants needed to synthesize it. The reactants are: CC(C)(C)OC(=O)N1CCCN(C(=O)c2ccccc2Br)CC1.